Dataset: Forward reaction prediction with 1.9M reactions from USPTO patents (1976-2016). Task: Predict the product of the given reaction. Given the reactants [NH2:1][C:2]1([CH2:18][OH:19])[C:15]2[CH:14]=[C:13]([Cl:16])[N:12]=[CH:11][C:10]=2[O:9][C:8]2[C:3]1=[CH:4][C:5]([Br:17])=[CH:6][CH:7]=2.Br[CH2:21][C:22]#[N:23].[OH-].[Na+], predict the reaction product. The product is: [NH2:1][C:2]1([CH2:18][O:19][CH2:21][C:22]#[N:23])[C:15]2[CH:14]=[C:13]([Cl:16])[N:12]=[CH:11][C:10]=2[O:9][C:8]2[C:3]1=[CH:4][C:5]([Br:17])=[CH:6][CH:7]=2.